Dataset: Full USPTO retrosynthesis dataset with 1.9M reactions from patents (1976-2016). Task: Predict the reactants needed to synthesize the given product. (1) Given the product [F:16][C:10]1[CH:11]=[C:12]([CH3:15])[CH:13]=[CH:14][C:9]=1[C:5]1[S:4][N:3]=[C:2]([O:17][CH3:19])[C:6]=1[C:7]#[N:8], predict the reactants needed to synthesize it. The reactants are: Cl[C:2]1[C:6]([C:7]#[N:8])=[C:5]([C:9]2[CH:14]=[CH:13][C:12]([CH3:15])=[CH:11][C:10]=2[F:16])[S:4][N:3]=1.[O:17]([CH3:19])[Na]. (2) Given the product [CH2:1]([O:3][C:4](=[O:12])[C:5]1[CH:10]=[CH:9][N:8]=[C:7]([CH2:20][CH:21]([CH3:23])[CH3:22])[CH:6]=1)[CH3:2], predict the reactants needed to synthesize it. The reactants are: [CH2:1]([O:3][C:4](=[O:12])[C:5]1[CH:10]=[CH:9][N:8]=[C:7](Cl)[CH:6]=1)[CH3:2].CN1C(=O)CCC1.[CH2:20]([Mg]Br)[CH:21]([CH3:23])[CH3:22]. (3) Given the product [CH2:1]([O:8][CH2:9][CH2:10][N:11]1[C:15]2=[N:16][C:17]([C:20]([O:30][CH2:28][CH3:29])=[O:34])=[CH:18][CH:19]=[C:14]2[C:13]([CH:22]2[CH2:27][CH2:26][CH2:25][CH2:24][CH2:23]2)=[CH:12]1)[C:2]1[CH:7]=[CH:6][CH:5]=[CH:4][CH:3]=1, predict the reactants needed to synthesize it. The reactants are: [CH2:1]([O:8][CH2:9][CH2:10][N:11]1[C:15]2=[N:16][C:17]([C:20]#N)=[CH:18][CH:19]=[C:14]2[C:13]([CH:22]2[CH2:27][CH2:26][CH2:25][CH2:24][CH2:23]2)=[CH:12]1)[C:2]1[CH:7]=[CH:6][CH:5]=[CH:4][CH:3]=1.[C:28](Cl)(=[O:30])[CH3:29].C([OH:34])C. (4) Given the product [CH3:13][N:14]1[CH2:19][CH2:18][CH:17]([N:10]2[C:11]3[C:7](=[CH:6][CH:5]=[C:4]([N+:1]([O-:3])=[O:2])[CH:12]=3)[CH2:8][CH2:9]2)[CH2:16][CH2:15]1, predict the reactants needed to synthesize it. The reactants are: [N+:1]([C:4]1[CH:12]=[C:11]2[C:7]([CH2:8][CH2:9][NH:10]2)=[CH:6][CH:5]=1)([O-:3])=[O:2].[CH3:13][N:14]1[CH2:19][CH2:18][C:17](=O)[CH2:16][CH2:15]1.[BH-](OC(C)=O)(OC(C)=O)OC(C)=O.[Na+].C([O-])(O)=O.[Na+]. (5) Given the product [OH:3][C:4]1[C:5]2[C:10](=[CH:9][CH:8]=[C:7]([C:12]([O:14][CH3:15])=[O:13])[CH:6]=2)[CH:11]=[C:2]([CH3:1])[N:17]=1, predict the reactants needed to synthesize it. The reactants are: [CH3:1][C:2]1[O:3][C:4](=O)[C:5]2[C:10]([CH:11]=1)=[CH:9][CH:8]=[C:7]([C:12]([O:14][CH3:15])=[O:13])[CH:6]=2.[NH3:17].Cl. (6) Given the product [CH3:45][CH:46]([N:18]1[CH2:19][CH2:20][CH:15]([O:14][C:11]2[CH:12]=[CH:13][C:8]([N:7]3[CH2:6][CH2:5][N:4]([C:21]([O:23][CH2:24][C:25]4[CH:26]=[CH:27][CH:28]=[CH:29][CH:30]=4)=[O:22])[CH2:3][C:2]3=[O:1])=[CH:9][CH:10]=2)[CH2:16][CH2:17]1)[CH3:48], predict the reactants needed to synthesize it. The reactants are: [O:1]=[C:2]1[N:7]([C:8]2[CH:13]=[CH:12][C:11]([O:14][CH:15]3[CH2:20][CH2:19][NH:18][CH2:17][CH2:16]3)=[CH:10][CH:9]=2)[CH2:6][CH2:5][N:4]([C:21]([O:23][CH2:24][C:25]2[CH:30]=[CH:29][CH:28]=[CH:27][CH:26]=2)=[O:22])[CH2:3]1.C(O[BH-](OC(=O)C)OC(=O)C)(=O)C.[Na+].[CH3:45][C:46]([CH3:48])=O. (7) Given the product [CH3:19][C:20]1([CH3:28])[O:27][C:25](=[O:26])[CH:24]([CH2:14][C:13]2[CH:12]=[C:11]([CH:18]=[CH:17][CH:16]=2)[C:9]#[N:10])[C:22](=[O:23])[O:21]1, predict the reactants needed to synthesize it. The reactants are: N1CCC[C@H]1C(O)=O.[C:9]([C:11]1[CH:12]=[C:13]([CH:16]=[CH:17][CH:18]=1)[CH:14]=O)#[N:10].[CH3:19][C:20]1([CH3:28])[O:27][C:25](=[O:26])[CH2:24][C:22](=[O:23])[O:21]1.CC1NC(C)=C(C(OCC)=O)CC=1C(OCC)=O. (8) Given the product [CH2:24]([C:6]1([CH2:5][CH2:4][CH2:3][NH:2][CH3:1])[CH2:15][C:14]2[C:9](=[CH:10][CH:11]=[CH:12][CH:13]=2)[N:8]([C:16]2[CH:17]=[CH:18][CH:19]=[CH:20][CH:21]=2)[C:7]1=[O:22])[CH3:25], predict the reactants needed to synthesize it. The reactants are: [CH3:1][NH:2][CH2:3][CH2:4][CH2:5][CH:6]1[CH2:15][C:14]2[C:9](=[CH:10][CH:11]=[CH:12][CH:13]=2)[N:8]([C:16]2[CH:21]=[CH:20][CH:19]=[CH:18][CH:17]=2)[C:7]1=[O:22].Cl[CH2:24][CH2:25]CC1(CC)CC2C(=CC=CC=2)N(C2C=CC=CC=2)C1=O.